This data is from Reaction yield outcomes from USPTO patents with 853,638 reactions. The task is: Predict the reaction yield, written as a fraction of the theoretical maximum amount of product (1.0 means a 100% yield; for example, 0.34 means a 34% yield). (1) The product is [O:14]=[C:13]1[C:12]2[C:11](=[CH:19][CH:18]=[CH:17][CH:16]=2)[C:10](=[O:15])[N:1]1[C@H:2]([CH2:6][CH2:7][S:8][CH3:9])[C:3]([OH:5])=[O:4]. The yield is 0.920. The catalyst is C1(C)C=CC=CC=1. The reactants are [NH2:1][C@H:2]([CH2:6][CH2:7][S:8][CH3:9])[C:3]([OH:5])=[O:4].[C:10]1(=O)[O:15][C:13](=[O:14])[C:12]2=[CH:16][CH:17]=[CH:18][CH:19]=[C:11]12.C(N(CC)CC)C. (2) The reactants are [CH3:1][CH:2]([O:4][C:5]1[C:6]([NH2:11])=[N:7][CH:8]=[CH:9][CH:10]=1)[CH3:3].[CH:12]([C:23](OCC)=[O:24])([C:18](OCC)=[O:19])[C:13]([O:15][CH2:16][CH3:17])=[O:14]. The catalyst is ClC1C=CC=CC=1Cl. The product is [OH:24][C:23]1[N:7]2[CH:8]=[CH:9][CH:10]=[C:5]([O:4][CH:2]([CH3:1])[CH3:3])[C:6]2=[N:11][C:18](=[O:19])[C:12]=1[C:13]([O:15][CH2:16][CH3:17])=[O:14]. The yield is 0.610. (3) The reactants are [C:1](N1C=CN=C1)(N1C=CN=C1)=[O:2].[NH2:13][C:14]1[C:19]([CH2:20][NH:21][CH2:22][CH2:23][O:24][CH3:25])=[CH:18][C:17]([Br:26])=[CH:16][N:15]=1. The catalyst is ClCCCl. The product is [Br:26][C:17]1[CH:16]=[N:15][C:14]2[NH:13][C:1](=[O:2])[N:21]([CH2:22][CH2:23][O:24][CH3:25])[CH2:20][C:19]=2[CH:18]=1. The yield is 0.830. (4) The reactants are [CH2:1]([O:4][C:5]1[CH:10]=[CH:9][C:8]([S:11]([N:14]=[C:15]=[O:16])(=[O:13])=[O:12])=[CH:7][CH:6]=1)[CH:2]=[CH2:3].[Cl:17][C:18]1[CH:19]=[C:20]([NH2:27])[C:21](=[CH:25][CH:26]=1)[C:22](O)=[O:23]. No catalyst specified. The product is [CH2:1]([O:4][C:5]1[CH:6]=[CH:7][C:8]([S:11]([N:14]2[C:22](=[O:23])[C:21]3[C:20](=[CH:19][C:18]([Cl:17])=[CH:26][CH:25]=3)[NH:27][C:15]2=[O:16])(=[O:13])=[O:12])=[CH:9][CH:10]=1)[CH:2]=[CH2:3]. The yield is 0.530. (5) The catalyst is C(O)(=O)C. The reactants are [Cl:1][C:2]1[CH:7]=[C:6]([I:8])[CH:5]=[CH:4][C:3]=1[NH:9][C:10]1[CH:27]=[N:26][CH:25]=[CH:24][C:11]=1[C:12]([NH:14][O:15][CH2:16][C@H:17]1[CH2:21][O:20]C(C)(C)[O:18]1)=[O:13]. The yield is 0.430. The product is [Cl:1][C:2]1[CH:7]=[C:6]([I:8])[CH:5]=[CH:4][C:3]=1[NH:9][C:10]1[CH:27]=[N:26][CH:25]=[CH:24][C:11]=1[C:12]([NH:14][O:15][CH2:16][C@H:17]([OH:18])[CH2:21][OH:20])=[O:13]. (6) The reactants are [Cl-].O[NH3+:3].[C:4](=[O:7])([O-])[OH:5].[Na+].CS(C)=O.[O:13]=[C:14]1[C:19]([CH2:20][C:21]2[CH:26]=[CH:25][C:24]([C:27]3[C:28]([C:33]#[N:34])=[CH:29][CH:30]=[CH:31][CH:32]=3)=[CH:23][CH:22]=2)=[C:18]([CH2:35][CH2:36][CH3:37])[N:17]2[N:38]=[CH:39][N:40]=[C:16]2[N:15]1[CH:41]1[CH2:45][CH2:44][O:43][CH2:42]1. The catalyst is C(OCC)(=O)C. The product is [O:7]=[C:4]1[O:5][N:3]=[C:33]([C:28]2[CH:29]=[CH:30][CH:31]=[CH:32][C:27]=2[C:24]2[CH:23]=[CH:22][C:21]([CH2:20][C:19]3[C:14](=[O:13])[N:15]([CH:41]4[CH2:45][CH2:44][O:43][CH2:42]4)[C:16]4[N:17]([N:38]=[CH:39][N:40]=4)[C:18]=3[CH2:35][CH2:36][CH3:37])=[CH:26][CH:25]=2)[NH:34]1. The yield is 0.130.